From a dataset of Forward reaction prediction with 1.9M reactions from USPTO patents (1976-2016). Predict the product of the given reaction. (1) Given the reactants [F:1][C:2]1[CH:3]=[C:4]([NH:9][C:10]([N:12]2[C:20]3[C:15](=[CH:16][C:17]([O:25][CH3:26])=[C:18]([C:21]([F:24])([F:23])[F:22])[CH:19]=3)[CH2:14][CH2:13]2)=[O:11])[CH:5]=[C:6](I)[CH:7]=1.[CH3:27][C:28]1[CH:33]=[CH:32][N:31]=[CH:30][C:29]=1B(O)O.C(=O)([O-])[O-].[Na+].[Na+], predict the reaction product. The product is: [F:1][C:2]1[CH:3]=[C:4]([NH:9][C:10]([N:12]2[C:20]3[C:15](=[CH:16][C:17]([O:25][CH3:26])=[C:18]([C:21]([F:24])([F:23])[F:22])[CH:19]=3)[CH2:14][CH2:13]2)=[O:11])[CH:5]=[C:6]([C:29]2[CH:30]=[N:31][CH:32]=[CH:33][C:28]=2[CH3:27])[CH:7]=1. (2) The product is: [CH:14]1([C:19]2[S:28][C:27]3[NH:26][C:25]4[CH:29]=[CH:30][CH:31]=[CH:32][C:24]=4[N:23]=[C:22]([N:12]4[CH2:11][CH2:10][NH:9][C@@H:8]([CH2:1][C:2]5[CH:7]=[CH:6][CH:5]=[CH:4][CH:3]=5)[CH2:13]4)[C:21]=3[N:20]=2)[CH2:15][CH2:16][CH2:17][CH2:18]1. Given the reactants [CH2:1]([C@H:8]1[CH2:13][NH:12][CH2:11][CH2:10][NH:9]1)[C:2]1[CH:7]=[CH:6][CH:5]=[CH:4][CH:3]=1.[CH:14]1([C:19]2[S:28][C:27]3[NH:26][C:25]4[CH:29]=[CH:30][CH:31]=[CH:32][C:24]=4[NH:23][C:22](=S)[C:21]=3[N:20]=2)[CH2:18][CH2:17][CH2:16][CH2:15]1, predict the reaction product.